This data is from Tox21: 12 toxicity assays (nuclear receptors and stress response pathways). The task is: Binary classification across 12 toxicity assays. (1) The compound is Nc1ccc(Oc2ccc(N)c(N)c2)cc1. It tested positive (active) for: NR-AR (Androgen Receptor agonist activity), NR-AhR (Aryl hydrocarbon Receptor agonist activity), SR-ARE (Antioxidant Response Element (oxidative stress)), SR-ATAD5 (ATAD5 genotoxicity (DNA damage)), and SR-MMP (Mitochondrial Membrane Potential disruption). (2) The drug is CC(C)(C)c1cc(CCC(=O)OCC(COC(=O)CCc2cc(C(C)(C)C)c(O)c(C(C)(C)C)c2)(COC(=O)CCc2cc(C(C)(C)C)c(O)c(C(C)(C)C)c2)COC(=O)CCc2cc(C(C)(C)C)c(O)c(C(C)(C)C)c2)cc(C(C)(C)C)c1O. It tested positive (active) for: NR-ER (Estrogen Receptor agonist activity), and NR-ER-LBD (Estrogen Receptor Ligand Binding Domain agonist). (3) The compound is O=C(c1ccc(O)cc1)c1ccc(O)c(O)c1O. It tested positive (active) for: NR-AhR (Aryl hydrocarbon Receptor agonist activity), NR-ER (Estrogen Receptor agonist activity), NR-ER-LBD (Estrogen Receptor Ligand Binding Domain agonist), and SR-MMP (Mitochondrial Membrane Potential disruption). (4) The molecule is CCCCCCCCCCCC(=O)O[Sn](CCCC)(CCCC)OC(=O)CCCCCCCCCCC. It tested positive (active) for: SR-ARE (Antioxidant Response Element (oxidative stress)), and SR-HSE (Heat Shock Element response). (5) The drug is NN. It tested positive (active) for: NR-AhR (Aryl hydrocarbon Receptor agonist activity). (6) The molecule is S=c1[nH]cnc2[nH]cnc12. It tested positive (active) for: NR-AhR (Aryl hydrocarbon Receptor agonist activity), SR-ARE (Antioxidant Response Element (oxidative stress)), and SR-p53 (p53 tumor suppressor activation). (7) The compound is C=C(C#N)CCC#N. It tested positive (active) for: SR-ARE (Antioxidant Response Element (oxidative stress)). (8) The drug is CCOc1cc(OCC)c(C(=O)CCC(=O)O)cc1OCC. It tested positive (active) for: SR-ARE (Antioxidant Response Element (oxidative stress)). (9) The compound is Cc1cccc(C)c1. It tested positive (active) for: NR-ER (Estrogen Receptor agonist activity), and NR-ER-LBD (Estrogen Receptor Ligand Binding Domain agonist).